From a dataset of Full USPTO retrosynthesis dataset with 1.9M reactions from patents (1976-2016). Predict the reactants needed to synthesize the given product. (1) Given the product [CH2:1]([O:8][C:9]1[CH:26]=[CH:25][C:24]2[C@@H:23]3[C@H:14]([C@H:15]4[C@@:19]([CH2:21][CH2:22]3)([CH3:20])[C:18](=[O:27])[CH:17]=[CH:16]4)[CH2:13][CH2:12][C:11]=2[CH:10]=1)[C:2]1[CH:3]=[CH:4][CH:5]=[CH:6][CH:7]=1, predict the reactants needed to synthesize it. The reactants are: [CH2:1]([O:8][C:9]1[CH:26]=[CH:25][C:24]2[C@@H:23]3[C@H:14]([C@H:15]4[C@@:19]([CH2:21][CH2:22]3)([CH3:20])[C:18]3(OCC[O:27]3)[CH:17]=[CH:16]4)[CH2:13][CH2:12][C:11]=2[CH:10]=1)[C:2]1[CH:7]=[CH:6][CH:5]=[CH:4][CH:3]=1.CC1C=CC(S(O)(=O)=O)=CC=1.C([O-])(O)=O.[Na+]. (2) Given the product [CH2:1]([C:3]1[NH:13][C:6]2=[N:7][C:8]([CH3:12])=[CH:9][C:10]([CH3:11])=[C:5]2[N:4]=1)[CH3:2], predict the reactants needed to synthesize it. The reactants are: [CH2:1]([C:3]1[N:13](CC2C=CC3/C(=C(\C)/C#N)/C4C=CC=CC=4OCC=3C=2)[C:6]2=[N:7][C:8]([CH3:12])=[CH:9][C:10]([CH3:11])=[C:5]2[N:4]=1)[CH3:2].OCC1C=CC2/C(=C(\C)/C#N)/C3C=CC=CC=3OCC=2C=1. (3) The reactants are: [NH2:1][C:2]1[CH:7]=[C:6]([C:8]([F:11])([F:10])[F:9])[CH:5]=[CH:4][C:3]=1[NH:12][C:13]1[CH:27]=[CH:26][C:16]([CH2:17][NH:18][C:19](=[O:25])[O:20][C:21]([CH3:24])([CH3:23])[CH3:22])=[CH:15][CH:14]=1.[Cl:28][C:29]1[CH:30]=[C:31]2[C:36](=[O:37])[O:35][C:33](=[O:34])[C:32]2=[CH:38][C:39]=1[Cl:40]. Given the product [C:21]([O:20][C:19]([NH:18][CH2:17][C:16]1[CH:26]=[CH:27][C:13]([NH:12][C:3]2[CH:4]=[CH:5][C:6]([C:8]([F:11])([F:10])[F:9])=[CH:7][C:2]=2[NH:1][C:33]([C:32]2[CH:38]=[C:39]([Cl:40])[C:29]([Cl:28])=[CH:30][C:31]=2[C:36]([OH:37])=[O:35])=[O:34])=[CH:14][CH:15]=1)=[O:25])([CH3:23])([CH3:24])[CH3:22], predict the reactants needed to synthesize it. (4) Given the product [Cl:43][C:44]1[CH:51]=[CH:50][CH:49]=[CH:48][C:45]=1[C@@H:46]([C:1]1[CH:6]=[CH:5][CH:4]=[CH:3][CH:2]=1)[OH:47], predict the reactants needed to synthesize it. The reactants are: [C:1]1(B(O)O)[CH:6]=[CH:5][CH:4]=[CH:3][CH:2]=1.[Zn](CC)CC.CN([C@@H](C1C=CC=CC=1)C1C2C(=CC=CC=2)C=CC=1O)[C@H](C1C=CC=CC=1)C.[Cl:43][C:44]1[CH:51]=[CH:50][CH:49]=[CH:48][C:45]=1[CH:46]=[O:47].